Task: Binary Classification. Given a miRNA mature sequence and a target amino acid sequence, predict their likelihood of interaction.. Dataset: Experimentally validated miRNA-target interactions with 360,000+ pairs, plus equal number of negative samples (1) The miRNA is hsa-miR-6869-5p with sequence GUGAGUAGUGGCGCGCGGCGGC. The protein sequence of the target gene is MSGTSSHESFYDSLSDMQEESKNTDFFPGLSAFLSQEEINKSLDLARRAIADSETEDFDSEKEISQIFSTSPASLCEHPSHKETKLGEHASRRPQDNRSTPVQPLAEKQTKSISSPVSKRKPAMSPLLTRPSYIRSLRKAEKRGAKTPSTNVKPKTPHQRKGGPQSQLCDKAANLIEELTSIFKAAKPRNRSPNGESSSPDSGYLSPKNQPSALLSASASQSPMEDQGEMEREVKSPGARHCYQDNQDLAVPHNRKSHPQPHSALHFPAAPRFIQKLRSQEVAEGSRVYLECRVTGNPTP.... Result: 1 (interaction). (2) The miRNA is hsa-miR-561-5p with sequence AUCAAGGAUCUUAAACUUUGCC. The protein sequence of the target gene is MDLGAITKYSALHAKPNGLILQYGTAGFRTKAEHLDHVMFRMGLLAVLRSKQTKSTIGVMVTASHNPEEDNGVKLVDPLGEMLAPSWEEHATCLANAEEQDMQRVLIDISEKEAVNLQQDAFVVIGRDTRPSSEKLSQSVIDGVTVLGGQFHDYGLLTTPQLHYMVYCRNTGGRYGKATIEGYYQKLSKAFVELTKQASCSGDEYRSLKVDCANGIGALKLREMEHYFSQGLSVQLFNDGSKGKLNHLCGADFVKSHQKPPQGMEIKSNERCCSFDGDADRIVYYYHDADGHFHLIDGDK.... Result: 0 (no interaction). (3) Result: 0 (no interaction). The protein sequence of the target gene is MKAAVDLKPTLTIIKTEKVDLELFPSPDMECADVPLLTPSSKEMMSQALKATFSGFTKEQQRLGIPKDPRQWTETHVRDWVMWAVNEFSLKGVDFQKFCMNGAALCALGKECFLELAPDFVGDILWEHLEILQKEDVKPYQVNGVNPTYPESRYTSDYFISYGIEHAQCVPPSEFSEPSFITESYQTLHPISSEELLSLKYENDYPSVILRDPLQTDTLQTDYFAIKQEVLTPDNMCMGRASRGKLGGQDSFESIESYDSCDRLTQSWSSQSSFNSLQRVPSYDSFDSEDYPAALPNHKP.... The miRNA is hsa-miR-548ae-5p with sequence AAAAGUAAUUGUGGUUUUUG. (4) The miRNA is mmu-miR-28b with sequence AGGAGCUCACAAUCUAUUUAG. The protein sequence of the target gene is MRRSIVIVIALTAKGFLHRHLLEKGNLVTALSLRICNSRAFSGRSDYRERLRSGLHSIKFNDALTLFCDMAESHPLPSIVDFSRLLIAIAKLNKYEAVISLFRHLEMLGISHDLYSFTTLIDCFCRCARLSLALSCLGKMMKLGFEPSIVTFGSLVNGFCHVNRFYEAMSLVDQIVGLGYEPNVVIYNTIIDSLCEKGQVNTALDVLKHMKKMGIRPDVVTYNSLITRLFHSGTWGVSARILSDMMRMGISPDVITFSALIDVYGKEGQLLEAKKQYNEMIQRSVNPNIVTYNSLINGLC.... Result: 0 (no interaction).